Dataset: CYP3A4 inhibition data for predicting drug metabolism from PubChem BioAssay. Task: Regression/Classification. Given a drug SMILES string, predict its absorption, distribution, metabolism, or excretion properties. Task type varies by dataset: regression for continuous measurements (e.g., permeability, clearance, half-life) or binary classification for categorical outcomes (e.g., BBB penetration, CYP inhibition). Dataset: cyp3a4_veith. (1) The compound is N[C@H](CCl)C(=O)O. The result is 0 (non-inhibitor). (2) The molecule is Cc1ccc(C2(c3ccc(C)c(O)c3C)CCN(C)CC2)c(C)c1O. The result is 0 (non-inhibitor). (3) The drug is CCCC/C=C/C(NC(=O)CCc1ccccc1)c1ccccc1. The result is 1 (inhibitor). (4) The molecule is Cc1ccccc1C(=O)N/C(=C/c1ccc(-c2cccnc2Cl)o1)C(=O)NCCCN1CCN(C)CC1. The result is 1 (inhibitor). (5) The compound is CCOc1ccc(-n2c(N)c(C(=O)NCC3CCCO3)sc2=S)cc1. The result is 0 (non-inhibitor).